From a dataset of Full USPTO retrosynthesis dataset with 1.9M reactions from patents (1976-2016). Predict the reactants needed to synthesize the given product. (1) Given the product [C:1]1([C:7]2[C:11]([C:12]([F:15])([F:14])[F:13])=[C:10]([C:16]([F:19])=[O:18])[O:9][N:8]=2)[CH:6]=[CH:5][CH:4]=[CH:3][CH:2]=1, predict the reactants needed to synthesize it. The reactants are: [C:1]1([C:7]2[C:11]([C:12]([F:15])([F:14])[F:13])=[C:10]([C:16]([OH:18])=O)[O:9][N:8]=2)[CH:6]=[CH:5][CH:4]=[CH:3][CH:2]=1.[F:19]C1N=C(F)N=C(F)N=1. (2) The reactants are: O1CCCCC1[O:7][CH2:8][C:9]1[CH:23]=[CH:22][C:12]([C:13]([CH2:15][C:16](=[O:21])[C:17]([O:19]C)=O)=[O:14])=[CH:11][CH:10]=1.[O:24]1[CH:28]=[CH:27][C:26]([C:29]2[CH:35]=[CH:34][C:32]([NH2:33])=[CH:31][CH:30]=2)=[N:25]1.[CH:36]1([CH:42]=O)[CH2:41][CH2:40][CH2:39][CH2:38][CH2:37]1.C1(C)C=CC(S([O-])(=O)=O)=CC=1.[NH+]1C=CC=CC=1. Given the product [CH:36]1([CH:42]2[N:33]([C:32]3[CH:34]=[CH:35][C:29]([C:26]4[CH:27]=[CH:28][O:24][N:25]=4)=[CH:30][CH:31]=3)[C:17](=[O:19])[C:16]([OH:21])=[C:15]2[C:13](=[O:14])[C:12]2[CH:11]=[CH:10][C:9]([CH2:8][OH:7])=[CH:23][CH:22]=2)[CH2:41][CH2:40][CH2:39][CH2:38][CH2:37]1, predict the reactants needed to synthesize it.